Task: Predict the reaction yield, written as a fraction of the theoretical maximum amount of product (1.0 means a 100% yield; for example, 0.34 means a 34% yield).. Dataset: Reaction yield outcomes from USPTO patents with 853,638 reactions (1) The reactants are [C:9](O[C:9]([O:11][C:12]([CH3:15])([CH3:14])[CH3:13])=[O:10])([O:11][C:12]([CH3:15])([CH3:14])[CH3:13])=[O:10].[CH3:16][C:17]1[N:18]=[C:19]([N:23]2[CH2:28][CH2:27][NH:26][CH2:25][CH2:24]2)[S:20][C:21]=1[CH3:22]. The catalyst is O1CCCC1. The product is [CH3:16][C:17]1[N:18]=[C:19]([N:23]2[CH2:24][CH2:25][N:26]([C:9]([O:11][C:12]([CH3:13])([CH3:14])[CH3:15])=[O:10])[CH2:27][CH2:28]2)[S:20][C:21]=1[CH3:22]. The yield is 0.730. (2) The reactants are [CH3:1][CH:2]([OH:9])[CH2:3][CH2:4][CH2:5][CH2:6][CH2:7][CH3:8].OO. The catalyst is O1CCOCC1. The product is [CH3:1][C:2](=[O:9])[CH2:3][CH2:4][CH2:5][CH2:6][CH2:7][CH3:8]. The yield is 0.370. (3) The reactants are [F:1][C:2]1[CH:7]=[CH:6][C:5](I)=[CH:4][C:3]=1[N:9]1[CH:14]=[C:13]([O:15][CH3:16])[C:12](=[O:17])[C:11]([C:18]2[N:22]([C:23]3[CH:28]=[CH:27][CH:26]=[CH:25][CH:24]=3)[N:21]=[CH:20][CH:19]=2)=[N:10]1.[NH:29]1[CH:33]=[CH:32][CH:31]=[N:30]1.OC1C=CC=CC=1C=NO.C([O-])([O-])=O.[Cs+].[Cs+]. The catalyst is C(#N)C.C([O-])(O)=O.[Na+]. The product is [F:1][C:2]1[CH:7]=[CH:6][C:5]([N:29]2[CH:33]=[CH:32][CH:31]=[N:30]2)=[CH:4][C:3]=1[N:9]1[CH:14]=[C:13]([O:15][CH3:16])[C:12](=[O:17])[C:11]([C:18]2[N:22]([C:23]3[CH:28]=[CH:27][CH:26]=[CH:25][CH:24]=3)[N:21]=[CH:20][CH:19]=2)=[N:10]1. The yield is 0.0400. (4) The reactants are [O:1]1[CH2:7][CH2:6][CH2:5][N:4]([CH2:8][CH2:9][NH2:10])[CH2:3][CH2:2]1.C(#N)CO.CCOCC. The catalyst is O. The product is [O:1]1[CH2:7][CH2:6][CH2:5][N:4]([CH2:8][C:9]#[N:10])[CH2:3][CH2:2]1. The yield is 0.470. (5) The reactants are [S:1](=[O:26])(=[O:25])([O:3][CH2:4][C@@H:5]1[C@@H:12]2[C@@H:8]([O:9][C:10]([CH3:14])([CH3:13])[O:11]2)[C@H:7]([N:15]2[CH:23]=[N:22][C:21]3[C:16]2=[N:17][CH:18]=[N:19][C:20]=3I)[O:6]1)[NH2:2].CCN(C(C)C)C(C)C.[C:36]([C:38]1[CH:43]=[CH:42][CH:41]=[CH:40][C:39]=1[C:44]([F:47])([F:46])[F:45])#[CH:37]. The catalyst is CN(C=O)C.C(Cl)Cl.[Cu]I.Cl[Pd](Cl)([P](C1C=CC=CC=1)(C1C=CC=CC=1)C1C=CC=CC=1)[P](C1C=CC=CC=1)(C1C=CC=CC=1)C1C=CC=CC=1. The product is [S:1](=[O:26])(=[O:25])([O:3][CH2:4][C@@H:5]1[C@@H:12]2[C@@H:8]([O:9][C:10]([CH3:14])([CH3:13])[O:11]2)[C@H:7]([N:15]2[CH:23]=[N:22][C:21]3[C:16]2=[N:17][CH:18]=[N:19][C:20]=3[C:37]#[C:36][C:38]2[CH:43]=[CH:42][CH:41]=[CH:40][C:39]=2[C:44]([F:45])([F:46])[F:47])[O:6]1)[NH2:2]. The yield is 0.850. (6) The reactants are FC1C=CC(C[N:7]2C(=O)N(C3SC(C(O)=O)=C(C)N=3)C=N2)=CC=1.[CH3:24][C:25]1[N:26]=[C:27]([N:33]2[CH2:37][CH2:36][N:35]([CH2:38][C:39]3[CH:44]=[CH:43][C:42]([C:45]([F:48])([F:47])[F:46])=[CH:41][CH:40]=3)[C:34]2=[O:49])[S:28][C:29]=1[C:30](O)=[O:31]. No catalyst specified. The product is [CH3:24][C:25]1[N:26]=[C:27]([N:33]2[CH2:37][CH2:36][N:35]([CH2:38][C:39]3[CH:40]=[CH:41][C:42]([C:45]([F:47])([F:46])[F:48])=[CH:43][CH:44]=3)[C:34]2=[O:49])[S:28][C:29]=1[C:30]([NH2:7])=[O:31]. The yield is 0.230. (7) The catalyst is C1COCC1. The reactants are [N:1]1([C:6]2[CH:11]=[CH:10][C:9]([C:12](=[O:27])[CH2:13][CH:14]([C:19]3[CH:24]=[C:23]([Cl:25])[CH:22]=[C:21]([Cl:26])[CH:20]=3)[C:15]([F:18])([F:17])[F:16])=[CH:8][CH:7]=2)[CH:5]=[N:4][CH:3]=[N:2]1.[CH3:28][Mg]Br. The yield is 0.320. The product is [N:1]1([C:6]2[CH:7]=[CH:8][C:9]([C:12]([OH:27])([CH2:13][CH:14]([C:19]3[CH:24]=[C:23]([Cl:25])[CH:22]=[C:21]([Cl:26])[CH:20]=3)[C:15]([F:18])([F:16])[F:17])[CH3:28])=[CH:10][CH:11]=2)[CH:5]=[N:4][CH:3]=[N:2]1.